This data is from Forward reaction prediction with 1.9M reactions from USPTO patents (1976-2016). The task is: Predict the product of the given reaction. Given the reactants [Se](=O)=[O:2].[CH3:4][O:5][CH2:6][O:7][C:8]1[C:17]([N+:18]([O-:20])=[O:19])=[C:16]2[C:11]([CH:12]=[CH:13][C:14]([CH3:21])=[N:15]2)=[CH:10][CH:9]=1, predict the reaction product. The product is: [CH3:4][O:5][CH2:6][O:7][C:8]1[C:17]([N+:18]([O-:20])=[O:19])=[C:16]2[C:11]([CH:12]=[CH:13][C:14]([CH:21]=[O:2])=[N:15]2)=[CH:10][CH:9]=1.